Dataset: Retrosynthesis with 50K atom-mapped reactions and 10 reaction types from USPTO. Task: Predict the reactants needed to synthesize the given product. (1) Given the product Cc1nnsc1-c1nc(C=O)cs1, predict the reactants needed to synthesize it. The reactants are: Cc1nnsc1-c1nc(CO)cs1. (2) Given the product O=C(NCC1Cc2cc(F)cc(-c3ccccc3Cl)c2O1)OCc1ccccc1, predict the reactants needed to synthesize it. The reactants are: NCC1Cc2cc(F)cc(-c3ccccc3Cl)c2O1.O=C(Cl)OCc1ccccc1. (3) Given the product CC(C)CNc1ccc2c(n1)CCNC2, predict the reactants needed to synthesize it. The reactants are: CC(C)CNc1ccc2c(n1)CCN(Cc1ccccc1)C2.